From a dataset of Catalyst prediction with 721,799 reactions and 888 catalyst types from USPTO. Predict which catalyst facilitates the given reaction. (1) Reactant: F[C:2]1[C:3]([C:20]2[CH:25]=[CH:24][CH:23]=[CH:22][CH:21]=2)=[C:4]([CH3:19])[C:5]([C:17]#[N:18])=[C:6]2[C:10]=1[O:9][C:8]([C:11]([CH3:16])([CH3:15])[CH2:12][O:13][CH3:14])=[N:7]2.C(N(CC)CC)C.[CH3:33][N:34]([CH3:40])[C@H:35]1[CH2:39][CH2:38][NH:37][CH2:36]1.C(OCC)(=O)C. Product: [CH3:33][N:34]([CH3:40])[C@H:35]1[CH2:39][CH2:38][N:37]([C:2]2[C:3]([C:20]3[CH:25]=[CH:24][CH:23]=[CH:22][CH:21]=3)=[C:4]([CH3:19])[C:5]([C:17]#[N:18])=[C:6]3[C:10]=2[O:9][C:8]([C:11]([CH3:16])([CH3:15])[CH2:12][O:13][CH3:14])=[N:7]3)[CH2:36]1. The catalyst class is: 58. (2) Reactant: [CH3:1][S:2]([C:5]1[CH:10]=[CH:9][C:8]([CH2:11]O)=[C:7]([C:13]([F:16])([F:15])[F:14])[CH:6]=1)(=[O:4])=[O:3].P(Br)(Br)[Br:18]. Product: [Br:18][CH2:11][C:8]1[CH:9]=[CH:10][C:5]([S:2]([CH3:1])(=[O:4])=[O:3])=[CH:6][C:7]=1[C:13]([F:16])([F:15])[F:14]. The catalyst class is: 2.